This data is from Reaction yield outcomes from USPTO patents with 853,638 reactions. The task is: Predict the reaction yield, written as a fraction of the theoretical maximum amount of product (1.0 means a 100% yield; for example, 0.34 means a 34% yield). (1) The reactants are [CH3:1][C:2]1[N:3]2[C:7]([CH:8]=[CH:9][CH:10]=1)=[CH:6][C:5]([C:11]#[N:12])=[CH:4]2.F[B-](F)(F)F.C1(P(C2CCCC2)C2CCCC2)CCCC1.C([O-])([O-])=O.[Cs+].[Cs+].Cl[C:41]1[CH:46]=[CH:45][CH:44]=[CH:43][N:42]=1. The catalyst is CC([O-])=O.CC([O-])=O.[Pd+2].C1(C)C=CC=CC=1. The product is [CH3:1][C:2]1[N:3]2[C:7]([CH:8]=[CH:9][CH:10]=1)=[CH:6][C:5]([C:11]#[N:12])=[C:4]2[C:41]1[CH:46]=[CH:45][CH:44]=[CH:43][N:42]=1. The yield is 0.100. (2) The reactants are [Br:1][C:2]1[S:6][C:5]2[CH:7]=[C:8]([OH:11])[CH:9]=[CH:10][C:4]=2[C:3]=1[Br:12].[H-].[Na+].[CH2:15](Br)[C:16]1[CH:21]=[CH:20][CH:19]=[CH:18][CH:17]=1.O. The catalyst is CN(C=O)C.C(OCC)(=O)C. The product is [CH2:15]([O:11][C:8]1[CH:9]=[CH:10][C:4]2[C:3]([Br:12])=[C:2]([Br:1])[S:6][C:5]=2[CH:7]=1)[C:16]1[CH:21]=[CH:20][CH:19]=[CH:18][CH:17]=1. The yield is 0.920. (3) The reactants are [Br:1][C:2]1[CH:3]=[C:4]([C:12]2[O:16][N:15]=[C:14]([C:17]3[CH:18]=[C:19]4[C:23](=[CH:24][CH:25]=3)[NH:22][CH:21]=[CH:20]4)[N:13]=2)[CH:5]=[CH:6][C:7]=1[O:8][CH2:9][CH2:10][CH3:11].C(OC1C=C(C2ON=C(C3C=CC=C4C=3C=CN4)N=2)C=CC=1OCC)C. No catalyst specified. The product is [Br:1][C:2]1[CH:3]=[C:4]([C:12]2[O:16][N:15]=[C:14]([C:17]3[CH:18]=[C:19]4[C:23](=[CH:24][CH:25]=3)[NH:22][CH2:21][CH2:20]4)[N:13]=2)[CH:5]=[CH:6][C:7]=1[O:8][CH2:9][CH2:10][CH3:11]. The yield is 0.950. (4) The reactants are [Br:1][C:2]([CH3:25])([CH3:24])[C:3](C1C=CC(C23CCC(CC(OC)=O)(CC2)CC3)=CC=1)=[O:4].[C:26]1([C:32]23[CH2:41][CH:36]4[CH2:37][CH:38]([CH2:40][C:34]([CH2:42][C:43]([O:45][CH3:46])=[O:44])([CH2:35]4)[CH2:33]2)[CH2:39]3)[CH:31]=[CH:30][CH:29]=[CH:28][CH:27]=1. No catalyst specified. The product is [Br:1][C:2]([CH3:25])([CH3:24])[C:3]([C:29]1[CH:28]=[CH:27][C:26]([C:32]23[CH2:41][CH:36]4[CH2:37][CH:38]([CH2:40][C:34]([CH2:42][C:43]([O:45][CH3:46])=[O:44])([CH2:35]4)[CH2:33]2)[CH2:39]3)=[CH:31][CH:30]=1)=[O:4]. The yield is 0.350.